Predict the reactants needed to synthesize the given product. From a dataset of Full USPTO retrosynthesis dataset with 1.9M reactions from patents (1976-2016). (1) Given the product [F:28][C:29]1[CH:34]=[CH:33][C:32]([CH2:35]/[CH:36]=[CH:3]/[C:2]([N:10]2[C@@H:14]([C:15]3[CH:16]=[CH:17][CH:18]=[CH:19][CH:20]=3)[CH2:13][O:12][C:11]2=[O:21])=[O:1])=[CH:31][CH:30]=1, predict the reactants needed to synthesize it. The reactants are: [O:1]=[C:2]([N:10]1[C@@H:14]([C:15]2[CH:20]=[CH:19][CH:18]=[CH:17][CH:16]=2)[CH2:13][O:12][C:11]1=[O:21])[CH2:3]P(=O)(OC)OC.CC(C)([O-])C.[K+].[F:28][C:29]1[CH:34]=[CH:33][C:32]([CH2:35][CH:36]=O)=[CH:31][CH:30]=1. (2) Given the product [O:1]1[C:5]2[CH:6]=[CH:7][C:8]([C:10]3[CH:11]=[C:12]4[C:17](=[CH:18][CH:19]=3)[CH:16]([C:21]([O:22][CH2:23][CH3:24])=[O:25])[C:15](=[O:20])[CH2:14][CH2:13]4)=[CH:9][C:4]=2[O:3][CH2:2]1, predict the reactants needed to synthesize it. The reactants are: [O:1]1[C:5]2[CH:6]=[CH:7][C:8]([C:10]3[CH:11]=[C:12]4[C:17](=[CH:18][CH:19]=3)[CH2:16][C:15](=[O:20])[CH2:14][CH2:13]4)=[CH:9][C:4]=2[O:3][CH2:2]1.[C:21](=O)([O:25]CC)[O:22][CH2:23][CH3:24].